The task is: Predict the reactants needed to synthesize the given product.. This data is from Full USPTO retrosynthesis dataset with 1.9M reactions from patents (1976-2016). (1) Given the product [CH:31]1([C@H:36]2[CH2:37][N:38]([C:60]([C:57]3[CH:56]=[C:55]([C:52]4[CH:53]=[CH:54][C:49]([C:47]#[N:48])=[CH:50][CH:51]=4)[O:59][N:58]=3)=[O:61])[C@@H:39]([CH2:43][CH:44]([CH3:46])[CH3:45])[C:40](=[O:42])[NH:41]2)[CH2:32][CH2:33][CH2:34][CH2:35]1, predict the reactants needed to synthesize it. The reactants are: FC1C=C(C2ON=C(C(N3C[C@H](CC(C)C)NC(=O)[C@@H]3CC(C)C)=O)C=2)C=CC=1F.[CH:31]1([C@@H:36]2[NH:41][C:40](=[O:42])[C@H:39]([CH2:43][CH:44]([CH3:46])[CH3:45])[NH:38][CH2:37]2)[CH2:35][CH2:34][CH2:33][CH2:32]1.[C:47]([C:49]1[CH:54]=[CH:53][C:52]([C:55]2[O:59][N:58]=[C:57]([C:60](O)=[O:61])[CH:56]=2)=[CH:51][CH:50]=1)#[N:48]. (2) Given the product [F:28][C:2]([F:1])([F:27])[CH:3]1[CH2:8][CH2:7][CH:6]([O:9][C:10](=[O:26])[N:11]([C@H:13]2[C@H:17]([C:18]3[CH:23]=[CH:22][C:21]([Cl:24])=[C:20]([Cl:25])[CH:19]=3)[CH2:16][N:15]([C:42]([CH:39]3[CH2:38][CH2:37][N:36]([C:33]4[N:34]=[N:35][C:30]([CH3:29])=[CH:31][CH:32]=4)[CH2:41][CH2:40]3)=[O:43])[CH2:14]2)[CH3:12])[CH2:5][CH2:4]1, predict the reactants needed to synthesize it. The reactants are: [F:1][C:2]([F:28])([F:27])[CH:3]1[CH2:8][CH2:7][CH:6]([O:9][C:10](=[O:26])[N:11]([C@H:13]2[C@H:17]([C:18]3[CH:23]=[CH:22][C:21]([Cl:24])=[C:20]([Cl:25])[CH:19]=3)[CH2:16][NH:15][CH2:14]2)[CH3:12])[CH2:5][CH2:4]1.[CH3:29][C:30]1[N:35]=[N:34][C:33]([N:36]2[CH2:41][CH2:40][CH:39]([C:42](O)=[O:43])[CH2:38][CH2:37]2)=[CH:32][CH:31]=1. (3) Given the product [F:30][C:29]([F:31])([F:32])[C:28]([NH:27][CH2:26][C:25]1[CH:34]=[CH:35][C:36]([F:37])=[C:23]([CH:20]2[CH2:21][CH2:22][N:17]([C:15]([C:4]3[C:3]4[C:7](=[CH:8][CH:9]=[CH:10][C:2]=4[C:42]4[CH:43]=[N:38][CH:39]=[N:40][CH:41]=4)[N:6]([CH2:11][CH2:12][O:13][CH3:14])[CH:5]=3)=[O:16])[CH2:18][CH2:19]2)[CH:24]=1)=[O:33], predict the reactants needed to synthesize it. The reactants are: Br[C:2]1[CH:10]=[CH:9][CH:8]=[C:7]2[C:3]=1[C:4]([C:15]([N:17]1[CH2:22][CH2:21][CH:20]([C:23]3[CH:24]=[C:25]([CH:34]=[CH:35][C:36]=3[F:37])[CH2:26][NH:27][C:28](=[O:33])[C:29]([F:32])([F:31])[F:30])[CH2:19][CH2:18]1)=[O:16])=[CH:5][N:6]2[CH2:11][CH2:12][O:13][CH3:14].[N:38]1[CH:43]=[C:42](B(O)O)[CH:41]=[N:40][CH:39]=1.C(=O)([O-])[O-].[Cs+].[Cs+].C(Cl)Cl. (4) Given the product [NH2:11][C:5]1[CH:6]=[CH:7][C:8]([I:10])=[CH:9][C:4]=1[CH2:3][OH:2], predict the reactants needed to synthesize it. The reactants are: C[O:2][C:3](=O)[C:4]1[CH:9]=[C:8]([I:10])[CH:7]=[CH:6][C:5]=1[NH2:11].[H-].C([Al+]CC(C)C)C(C)C.CO. (5) Given the product [CH2:1]([N:8]([C:22]1[C:27]([CH:33]2[CH2:35][CH2:34]2)=[CH:26][C:25]([C:29]([F:32])([F:30])[F:31])=[CH:24][N:23]=1)[S:9]([C:12]1[CH:13]=[CH:14][C:15]([C:16]([OH:18])=[O:17])=[CH:20][CH:21]=1)(=[O:10])=[O:11])[C:2]1[CH:3]=[CH:4][CH:5]=[CH:6][CH:7]=1, predict the reactants needed to synthesize it. The reactants are: [CH2:1]([N:8]([C:22]1[C:27](Br)=[CH:26][C:25]([C:29]([F:32])([F:31])[F:30])=[CH:24][N:23]=1)[S:9]([C:12]1[CH:21]=[CH:20][C:15]([C:16]([O:18]C)=[O:17])=[CH:14][CH:13]=1)(=[O:11])=[O:10])[C:2]1[CH:7]=[CH:6][CH:5]=[CH:4][CH:3]=1.[CH:33]1(B(O)O)[CH2:35][CH2:34]1.C([O-])(O)=O.[Na+].[OH-].[Na+].Cl. (6) Given the product [CH3:9][C:3]1([C:7]#[N:8])[C:2](=[O:1])[CH2:6][S:5][CH2:4]1, predict the reactants needed to synthesize it. The reactants are: [O:1]=[C:2]1[CH2:6][S:5][CH2:4][CH:3]1[C:7]#[N:8].[C:9](=O)([O-])[O-].[K+].[K+].IC. (7) Given the product [CH2:1]([O:3][C:4]([C:6]1[C:7]([CH2:14][CH3:15])=[N:8][C:9]([Cl:22])=[CH:10][C:11]=1[CH2:12][CH3:13])=[O:5])[CH3:2], predict the reactants needed to synthesize it. The reactants are: [CH2:1]([O:3][C:4]([C:6]1[C:7]([CH2:14][CH3:15])=[N:8][CH:9]=[CH:10][C:11]=1[CH2:12][CH3:13])=[O:5])[CH3:2].C1C=C([Cl:22])C=C(C(OO)=O)C=1. (8) Given the product [NH2:7][C@@:8]([C:24]1[CH:33]=[CH:32][C:31]2[C:26](=[CH:27][CH:28]=[C:29]([O:38][CH:39]3[CH2:44][CH2:43][CH:42]([CH:45]4[CH2:49][CH2:48][CH2:47][CH2:46]4)[CH2:41][CH2:40]3)[C:30]=2[C:34]([F:35])([F:36])[F:37])[CH:25]=1)([CH3:23])[CH2:9][O:10][P:11](=[O:12])([OH:13])[OH:18], predict the reactants needed to synthesize it. The reactants are: C(OC(=O)[NH:7][C@@:8]([C:24]1[CH:33]=[CH:32][C:31]2[C:26](=[CH:27][CH:28]=[C:29]([O:38][CH:39]3[CH2:44][CH2:43][CH:42]([CH:45]4[CH2:49][CH2:48][CH2:47][CH2:46]4)[CH2:41][CH2:40]3)[C:30]=2[C:34]([F:37])([F:36])[F:35])[CH:25]=1)([CH3:23])[CH2:9][O:10][P:11]([O:18]C(C)(C)C)([O:13]C(C)(C)C)=[O:12])(C)(C)C.Cl.O.C(O)(=O)C. (9) Given the product [C:14]([O:18][C:19](=[O:48])[NH:20][C@@H:21]([CH2:22][N:23]1[CH2:28][C:27](=[O:29])[N:26]([C:30]2[CH:35]=[CH:34][CH:33]=[CH:32][C:31]=2[Cl:36])[CH2:25][C:24]1([CH3:37])[CH3:38])[C@@H:39]([OH:40])[CH2:43][C@H:42]([C:41](=[O:47])[NH:6][CH:1]1[CH2:5][CH2:4][CH2:3][CH2:2]1)[CH:44]([CH3:46])[CH3:45])([CH3:15])([CH3:16])[CH3:17], predict the reactants needed to synthesize it. The reactants are: [CH:1]1([NH2:6])[CH2:5][CH2:4][CH2:3][CH2:2]1.OC1C=CC=CN=1.[C:14]([O:18][C:19](=[O:48])[NH:20][C@H:21]([C@@H:39]1[CH2:43][C@@H:42]([CH:44]([CH3:46])[CH3:45])[C:41](=[O:47])[O:40]1)[CH2:22][N:23]1[CH2:28][C:27](=[O:29])[N:26]([C:30]2[CH:35]=[CH:34][CH:33]=[CH:32][C:31]=2[Cl:36])[CH2:25][C:24]1([CH3:38])[CH3:37])([CH3:17])([CH3:16])[CH3:15]. (10) Given the product [Cl:1][C:2]1[CH:10]=[C:9]2[C:5]([C:6]([CH2:13][CH3:14])([CH3:12])[C:7](=[O:11])[NH:8]2)=[CH:4][CH:3]=1, predict the reactants needed to synthesize it. The reactants are: [Cl:1][C:2]1[CH:10]=[C:9]2[C:5]([CH:6]([CH3:12])[C:7](=[O:11])[NH:8]2)=[CH:4][CH:3]=1.[CH2:13](I)[CH3:14].